Dataset: Full USPTO retrosynthesis dataset with 1.9M reactions from patents (1976-2016). Task: Predict the reactants needed to synthesize the given product. (1) Given the product [NH:1]([C:36]([CH2:38][CH2:39][CH2:40][CH2:41][CH2:42][CH2:43][CH3:44])=[O:37])[C@H:2]([C:18]([NH:20][C@H:21]([C:26]([N:28]1[CH2:35][CH2:34][CH2:33][C@H:29]1[C:30]([NH:45][C@H:46]([C:71]([O:73][CH3:74])=[O:72])[CH2:47][CH2:48][CH2:49][NH:50][C:51](=[NH:70])[NH:52][S:53]([C:56]1[C:68]([CH3:69])=[C:67]2[C:61]([O:62][C:63]([CH2:66]2)([CH3:65])[CH3:64])=[C:59]([CH3:60])[C:57]=1[CH3:58])(=[O:55])=[O:54])=[O:31])=[O:27])[CH2:22][CH:23]([CH3:25])[CH3:24])=[O:19])[CH2:3][C:4]1[CH:9]=[CH:8][C:7]([O:10][CH2:11][C:12]2[CH:13]=[CH:14][CH:15]=[CH:16][CH:17]=2)=[CH:6][CH:5]=1, predict the reactants needed to synthesize it. The reactants are: [NH:1]([C:36]([CH2:38][CH2:39][CH2:40][CH2:41][CH2:42][CH2:43][CH3:44])=[O:37])[C@H:2]([C:18]([NH:20][C@H:21]([C:26]([N:28]1[CH2:35][CH2:34][CH2:33][C@H:29]1[C:30](O)=[O:31])=[O:27])[CH2:22][CH:23]([CH3:25])[CH3:24])=[O:19])[CH2:3][C:4]1[CH:9]=[CH:8][C:7]([O:10][CH2:11][C:12]2[CH:17]=[CH:16][CH:15]=[CH:14][CH:13]=2)=[CH:6][CH:5]=1.[NH2:45][C@H:46]([C:71]([O:73][CH3:74])=[O:72])[CH2:47][CH2:48][CH2:49][NH:50][C:51](=[NH:70])[NH:52][S:53]([C:56]1[C:68]([CH3:69])=[C:67]2[C:61]([O:62][C:63]([CH2:66]2)([CH3:65])[CH3:64])=[C:59]([CH3:60])[C:57]=1[CH3:58])(=[O:55])=[O:54].Cl.F[P-](F)(F)(F)(F)F.N1(O[P+](N(C)C)(N(C)C)N(C)C)C2C=CC=CC=2N=N1.CCN(C(C)C)C(C)C. (2) The reactants are: [CH2:1]([O:3][C:4]([CH2:6][C:7]1[C:8](=[O:13])[CH2:9][C@@H:10]([OH:12])[CH:11]=1)=[O:5])[CH3:2].N1C=CN=C1.[CH2:19]([Si:21]([CH2:25][CH3:26])([CH2:23][CH3:24])Cl)[CH3:20]. Given the product [CH2:1]([O:3][C:4]([CH2:6][C:7]1[C:8](=[O:13])[CH2:9][C@@H:10]([O:12][Si:21]([CH2:25][CH3:26])([CH2:23][CH3:24])[CH2:19][CH3:20])[CH:11]=1)=[O:5])[CH3:2], predict the reactants needed to synthesize it. (3) The reactants are: CC(C)(C)[C@@H](C(O)=O)N[C:5](OCCCC=C)=[O:6].[NH2:18][C@@H:19]([CH:23]1[CH2:28][CH2:27][CH2:26][CH2:25][CH2:24]1)[C:20]([OH:22])=[O:21].[CH3:29][C:30]([CH3:37])([CH2:33][CH2:34][CH:35]=[CH2:36])[CH2:31][OH:32]. Given the product [CH:23]1([C@H:19]([NH:18][C:5]([O:32][CH2:31][C:30]([CH3:37])([CH3:29])[CH2:33][CH2:34][CH:35]=[CH2:36])=[O:6])[C:20]([OH:22])=[O:21])[CH2:28][CH2:27][CH2:26][CH2:25][CH2:24]1, predict the reactants needed to synthesize it. (4) Given the product [Cl:1][C:2]1[CH:12]=[C:11]([Cl:13])[C:10]([S:14]([NH:17][C:18]2[CH:23]=[CH:22][CH:21]=[CH:20][C:19]=2[F:24])(=[O:16])=[O:15])=[CH:9][C:3]=1[C:4]([OH:6])=[O:5], predict the reactants needed to synthesize it. The reactants are: [Cl:1][C:2]1[CH:12]=[C:11]([Cl:13])[C:10]([S:14]([NH:17][C:18]2[CH:23]=[CH:22][CH:21]=[CH:20][C:19]=2[F:24])(=[O:16])=[O:15])=[CH:9][C:3]=1[C:4]([O:6]CC)=[O:5].C(O)C.[OH-].[Na+].Cl. (5) Given the product [N:15]1[CH:16]=[CH:17][C:12]([NH:11][C:2](=[O:3])[O:4][C:5]2[CH:10]=[CH:9][CH:8]=[CH:7][CH:6]=2)=[CH:13][CH:14]=1, predict the reactants needed to synthesize it. The reactants are: Cl[C:2]([O:4][C:5]1[CH:10]=[CH:9][CH:8]=[CH:7][CH:6]=1)=[O:3].[NH2:11][C:12]1[CH:17]=[CH:16][N:15]=[CH:14][CH:13]=1.C(N(CC)CC)C.